Dataset: Forward reaction prediction with 1.9M reactions from USPTO patents (1976-2016). Task: Predict the product of the given reaction. (1) Given the reactants [C:1]([O:4][CH2:5][C:6]1[N:15]=[C:14](Cl)[C:13]2[C:8](=[CH:9][CH:10]=[CH:11][CH:12]=2)[N:7]=1)(=[O:3])[CH3:2].C([Sn](CCCC)(CCCC)[C:22]1[CH:27]=[CH:26][CH:25]=[CH:24][N:23]=1)CCC, predict the reaction product. The product is: [C:1]([O:4][CH2:5][C:6]1[N:15]=[C:14]([C:22]2[CH:27]=[CH:26][CH:25]=[CH:24][N:23]=2)[C:13]2[C:8](=[CH:9][CH:10]=[CH:11][CH:12]=2)[N:7]=1)(=[O:3])[CH3:2]. (2) Given the reactants [F:1][C:2]1[CH:3]=[C:4]([C:13]2[N:18]=[C:17]([CH:19]3[CH2:23][C:22]([CH3:25])([CH3:24])[CH2:21][C:20]3([CH3:27])[CH3:26])[C:16]([C:28](O)=[O:29])=[CH:15][CH:14]=2)[CH:5]=[C:6]([O:8][CH2:9][CH:10]([CH3:12])[CH3:11])[CH:7]=1.C(C1NC=CN=1)(C1NC=CN=1)=O.[NH2:43][C:44]1[N:49]=[C:48]([S:50]([NH2:53])(=[O:52])=[O:51])[CH:47]=[CH:46][CH:45]=1.[H-].[Na+], predict the reaction product. The product is: [NH2:43][C:44]1[N:49]=[C:48]([S:50]([NH:53][C:28]([C:16]2[C:17]([CH:19]3[CH2:23][C:22]([CH3:25])([CH3:24])[CH2:21][C:20]3([CH3:27])[CH3:26])=[N:18][C:13]([C:4]3[CH:5]=[C:6]([O:8][CH2:9][CH:10]([CH3:11])[CH3:12])[CH:7]=[C:2]([F:1])[CH:3]=3)=[CH:14][CH:15]=2)=[O:29])(=[O:52])=[O:51])[CH:47]=[CH:46][CH:45]=1.